Dataset: Reaction yield outcomes from USPTO patents with 853,638 reactions. Task: Predict the reaction yield, written as a fraction of the theoretical maximum amount of product (1.0 means a 100% yield; for example, 0.34 means a 34% yield). (1) The reactants are [CH:1]1([CH2:4][C:5](=[O:15])[CH2:6][C:7]2[CH:12]=[CH:11][N:10]=[C:9]([S:13][CH3:14])[N:8]=2)[CH2:3][CH2:2]1.[CH3:16][N:17]([CH:19](OC)OC)[CH3:18]. No catalyst specified. The product is [CH:1]1([CH2:4][C:5](=[O:15])/[C:6](/[C:7]2[CH:12]=[CH:11][N:10]=[C:9]([S:13][CH3:14])[N:8]=2)=[CH:16]\[N:17]([CH3:19])[CH3:18])[CH2:3][CH2:2]1. The yield is 0.692. (2) The reactants are [CH2:1]([N:4]1[C:12]2[C:7](=[CH:8][CH:9]=[CH:10][CH:11]=2)[C:6](=[O:13])[C:5]1=[O:14])[CH:2]=[CH2:3].[N:15]1[CH:20]=CC=C[CH:16]=1.[C:21]([OH:27])(=O)[CH2:22]C(O)=O.C(=O)=O.C(N(CC)CC)C.CN(C)C(Cl)=O. No catalyst specified. The product is [CH2:1]([N:4]1[C:12]2[C:7](=[CH:8][CH:9]=[CH:10][CH:11]=2)[C:6]([CH2:22][C:21]([N:15]([CH3:20])[CH3:16])=[O:27])([OH:13])[C:5]1=[O:14])[CH:2]=[CH2:3]. The yield is 0.820. (3) The reactants are [CH3:1][N:2]([CH3:17])[CH:3]1[CH2:7][CH2:6][N:5]([C:8]2[CH:13]=[CH:12][C:11]([N+:14]([O-])=O)=[CH:10][CH:9]=2)[CH2:4]1.[H][H]. The catalyst is C(O)C.[Pd]. The product is [NH2:14][C:11]1[CH:12]=[CH:13][C:8]([N:5]2[CH2:6][CH2:7][CH:3]([N:2]([CH3:17])[CH3:1])[CH2:4]2)=[CH:9][CH:10]=1. The yield is 0.675. (4) The reactants are C([O:3][C:4]([C:6]1[O:10][N:9]=[C:8]([C:11]2[CH:16]=[CH:15][C:14]([NH:17][C:18]3[S:19][C:20]4[CH:26]=[C:25]([F:27])[CH:24]=[CH:23][C:21]=4[N:22]=3)=[CH:13][CH:12]=2)[CH:7]=1)=O)C.[NH3:28]. No catalyst specified. The product is [F:27][C:25]1[CH:24]=[CH:23][C:21]2[N:22]=[C:18]([NH:17][C:14]3[CH:13]=[CH:12][C:11]([C:8]4[CH:7]=[C:6]([C:4]([NH2:28])=[O:3])[O:10][N:9]=4)=[CH:16][CH:15]=3)[S:19][C:20]=2[CH:26]=1. The yield is 0.974. (5) The reactants are [Br:1][CH2:2][CH2:3]Br.C([O-])([O-])=O.[Cs+].[Cs+].[OH:11][C:12]1[CH:21]=[CH:20][C:15]([C:16]([O:18][CH3:19])=[O:17])=[CH:14][CH:13]=1. The catalyst is CN(C=O)C. The product is [Br:1][CH2:2][CH2:3][O:11][C:12]1[CH:13]=[CH:14][C:15]([C:16]([O:18][CH3:19])=[O:17])=[CH:20][CH:21]=1. The yield is 0.900. (6) The reactants are [Cl:1][C:2]1[CH:10]=[CH:9][C:5]([CH2:6][C:7]#[N:8])=[CH:4][CH:3]=1.[C:11]([O:15][C:16](=[O:24])[N:17]([CH2:21][CH2:22]Cl)[CH2:18][CH2:19]Cl)([CH3:14])([CH3:13])[CH3:12].[H-].[Na+]. The catalyst is CN(C)C=O. The product is [C:11]([O:15][C:16]([N:17]1[CH2:21][CH2:22][C:6]([C:5]2[CH:9]=[CH:10][C:2]([Cl:1])=[CH:3][CH:4]=2)([C:7]#[N:8])[CH2:19][CH2:18]1)=[O:24])([CH3:14])([CH3:13])[CH3:12]. The yield is 0.540.